This data is from Forward reaction prediction with 1.9M reactions from USPTO patents (1976-2016). The task is: Predict the product of the given reaction. (1) Given the reactants [NH2:1][C:2]1[N:7]=[C:6]([S:8]([NH:11][C:12]([C:14]2[CH:15]=[N:16][C:17]([C:21]3[CH:26]=[C:25]([O:27][CH2:28][CH:29]([CH3:31])[CH3:30])[CH:24]=[C:23]([F:32])[CH:22]=3)=[CH:18][C:19]=2Cl)=[O:13])(=[O:10])=[O:9])[CH:5]=[CH:4][CH:3]=1.[F-].[Cs+].[CH3:35][C:36]1([CH3:42])[CH2:40][C@H:39]([CH3:41])[CH2:38][NH:37]1, predict the reaction product. The product is: [NH2:1][C:2]1[N:7]=[C:6]([S:8]([NH:11][C:12]([C:14]2[CH:15]=[N:16][C:17]([C:21]3[CH:26]=[C:25]([O:27][CH2:28][CH:29]([CH3:31])[CH3:30])[CH:24]=[C:23]([F:32])[CH:22]=3)=[CH:18][C:19]=2[N:37]2[CH2:38][C@@H:39]([CH3:41])[CH2:40][C:36]2([CH3:42])[CH3:35])=[O:13])(=[O:10])=[O:9])[CH:5]=[CH:4][CH:3]=1. (2) Given the reactants [Cl:1][C:2]1[N:7]=[C:6]([O:8][C:9]2[CH:10]=[C:11]3[C:15](=[CH:16][CH:17]=2)[NH:14][CH:13]=[CH:12]3)[CH:5]=[CH:4][N:3]=1.[O-]P([O-])([O-])=O.[K+].[K+].[K+].I[C:27]1[CH:32]=[CH:31][CH:30]=[CH:29][CH:28]=1.N[C@@H]1CCCC[C@H]1N, predict the reaction product. The product is: [Cl:1][C:2]1[N:7]=[C:6]([O:8][C:9]2[CH:10]=[C:11]3[C:15](=[CH:16][CH:17]=2)[N:14]([C:27]2[CH:32]=[CH:31][CH:30]=[CH:29][CH:28]=2)[CH:13]=[CH:12]3)[CH:5]=[CH:4][N:3]=1. (3) Given the reactants [NH2:1][C:2]1[N:7]=[CH:6][N:5]=[C:4]2[N:8]([CH2:12][C:13]3[O:14][C:15]4[C:20]([C:21](=[O:29])[C:22]=3[C:23]3[CH:28]=[CH:27][CH:26]=[CH:25][CH:24]=3)=[CH:19][C:18]([F:30])=[CH:17][CH:16]=4)[N:9]=[C:10](I)[C:3]=12.C([N:38]1[C:46]2[C:41](=[CH:42][CH:43]=[C:44](B3OC(C)(C)C(C)(C)O3)[CH:45]=2)[C:40]([CH3:56])=[N:39]1)(OC(C)(C)C)=O.C(=O)([O-])[O-].[Na+].[Na+].ClCCl, predict the reaction product. The product is: [NH2:1][C:2]1[N:7]=[CH:6][N:5]=[C:4]2[N:8]([CH2:12][C:13]3[O:14][C:15]4[C:20]([C:21](=[O:29])[C:22]=3[C:23]3[CH:28]=[CH:27][CH:26]=[CH:25][CH:24]=3)=[CH:19][C:18]([F:30])=[CH:17][CH:16]=4)[N:9]=[C:10]([C:44]3[CH:45]=[C:46]4[C:41]([C:40]([CH3:56])=[N:39][NH:38]4)=[CH:42][CH:43]=3)[C:3]=12. (4) Given the reactants [CH3:1][C:2]1[S:3][C:4]([NH:16][C:17](=O)[CH3:18])=[C:5]([N:7]2[CH:11]=[C:10]([CH3:12])[N:9]=[C:8]2[CH2:13][CH2:14][CH3:15])[N:6]=1.O=P12OP3(OP(OP(O3)(O1)=O)(=O)O2)=O, predict the reaction product. The product is: [CH3:1][C:2]1[S:3][C:4]2[N:16]=[C:17]([CH3:18])[C:11]3[N:7]([C:8]([CH2:13][CH2:14][CH3:15])=[N:9][C:10]=3[CH3:12])[C:5]=2[N:6]=1. (5) Given the reactants C[Si]([CH:5]=[N+:6]=[N-])(C)C.N12[CH2:17][CH:12]3[CH2:13][CH:14]([CH2:16][CH:10]([C:11]3=[O:18])[CH2:9]1)[CH2:15]2.CO.C(=O)([O-])[O-].[Na+].[Na+], predict the reaction product. The product is: [N:6]12[CH2:5][CH:10]3[CH2:16][CH:14]([CH2:13][CH:12]([C:11](=[O:18])[CH2:9]3)[CH2:17]1)[CH2:15]2.